From a dataset of Forward reaction prediction with 1.9M reactions from USPTO patents (1976-2016). Predict the product of the given reaction. Given the reactants [Cl:1][C:2]1[CH:7]=[CH:6][C:5]([C:8]2([OH:35])[CH2:13][CH2:12][N:11]([CH2:14][CH2:15][CH:16]=[C:17]3[C:23]4[CH:24]=[CH:25][CH:26]=[CH:27][C:22]=4[CH2:21][O:20][C:19]4[CH:28]=[CH:29][C:30]([N+:32]([O-])=O)=[CH:31][C:18]3=4)[CH2:10][CH2:9]2)=[CH:4][CH:3]=1.[Sn], predict the reaction product. The product is: [NH2:32][C:30]1[CH:29]=[CH:28][C:19]2[O:20][CH2:21][C:22]3[CH:27]=[CH:26][CH:25]=[CH:24][C:23]=3[C:17](=[CH:16][CH2:15][CH2:14][N:11]3[CH2:10][CH2:9][C:8]([C:5]4[CH:6]=[CH:7][C:2]([Cl:1])=[CH:3][CH:4]=4)([OH:35])[CH2:13][CH2:12]3)[C:18]=2[CH:31]=1.